Dataset: Forward reaction prediction with 1.9M reactions from USPTO patents (1976-2016). Task: Predict the product of the given reaction. (1) The product is: [Cl:16][C:9]1[C:8]([C:12]#[N:13])=[CH:7][N:6]=[C:5]2[S:4][CH:3]=[C:2]([CH3:1])[C:10]=12. Given the reactants [CH3:1][C:2]1[C:10]2[C:9](=O)[C:8]([C:12]#[N:13])=[CH:7][NH:6][C:5]=2[S:4][CH:3]=1.O=P(Cl)(Cl)[Cl:16], predict the reaction product. (2) Given the reactants [CH2:1]([N:8]1[C:16]2[C:11](=[CH:12][C:13]([NH:17][C:18]3[N:19]=[N:20][C:21]([CH:28]4[CH2:30][CH2:29]4)=[CH:22][C:23]=3[C:24]([O:26]C)=[O:25])=[CH:14][CH:15]=2)[CH:10]=[CH:9]1)[C:2]1[CH:7]=[CH:6][CH:5]=[CH:4][CH:3]=1.[OH-].[Na+].O1CCCC1.Cl, predict the reaction product. The product is: [CH2:1]([N:8]1[C:16]2[C:11](=[CH:12][C:13]([NH:17][C:18]3[N:19]=[N:20][C:21]([CH:28]4[CH2:30][CH2:29]4)=[CH:22][C:23]=3[C:24]([OH:26])=[O:25])=[CH:14][CH:15]=2)[CH:10]=[CH:9]1)[C:2]1[CH:7]=[CH:6][CH:5]=[CH:4][CH:3]=1. (3) Given the reactants [C:1]1([C:7]2[CH2:13][CH2:12][CH2:11][C:10]3[CH:14]=[CH:15][CH:16]=[CH:17][C:9]=3[C:8]=2[C:18]2[CH:23]=[CH:22][C:21]([CH:24]=[CH:25][C:26]([OH:28])=O)=[CH:20][CH:19]=2)[CH:6]=[CH:5][CH:4]=[CH:3][CH:2]=1.[CH3:29][S:30]([NH2:33])(=[O:32])=[O:31], predict the reaction product. The product is: [C:1]1([C:7]2[CH2:13][CH2:12][CH2:11][C:10]3[CH:14]=[CH:15][CH:16]=[CH:17][C:9]=3[C:8]=2[C:18]2[CH:23]=[CH:22][C:21]([CH:24]=[CH:25][C:26]([NH:33][S:30]([CH3:29])(=[O:32])=[O:31])=[O:28])=[CH:20][CH:19]=2)[CH:6]=[CH:5][CH:4]=[CH:3][CH:2]=1.